Dataset: Experimentally validated miRNA-target interactions with 360,000+ pairs, plus equal number of negative samples. Task: Binary Classification. Given a miRNA mature sequence and a target amino acid sequence, predict their likelihood of interaction. (1) The miRNA is hsa-miR-331-3p with sequence GCCCCUGGGCCUAUCCUAGAA. The protein sequence of the target gene is MVQLVLQYRDYQRATQRLAGIPELLNKLRQAPDFYVEMKWEFTSWVPLVSKMCPSDVYRVWKRGESLRVDTSLLGFEHMTWQRGRRSFIFKGQEAGALVMEVDHDRQVVHVETLGLTLQEPETLLAAMRPSEEHVASRLTSPIVSTHLDTRNVAFERNKCGIWGWRSEKMETVSGYEAKVYSATNVELVTRTRTEHLSDQDKSRSKAGKTPFQSFLGMAQQHSSHTGAPVQQAASPTNPTAISPEEYFDPNFSLESRNIGRPIEMSSKVQRFKATLWLSEEHPLSLGDQVTPIIDLMAIS.... Result: 1 (interaction). (2) The miRNA is mmu-miR-214-3p with sequence ACAGCAGGCACAGACAGGCAGU. Result: 0 (no interaction). The protein sequence of the target gene is MGSVTVRYFCYGCLFTSATWTVLLFVYFNFSEVTQPLKNVPVKGSGPHGPSPKKFYPRFTRGPSRVLEPQFKANKIDDVIDSRVEDPEEGHLKFSSELGMIFNERDQELRDLGYQKHAFNMLISDRLGYHRDVPDTRNAACKEKFYPPDLPAASVVICFYNEAFSALLRTVHSVIDRTPAHLLHEIILVDDDSDFDDLKGELDEYVQKYLPGKIKVIRNTKREGLIRGRMIGAAHATGEVLVFLDSHCEVNVMWLQPLLAAIREDRHTVVCPVIDIISADTLAYSSSPVVRGGFNWGLHF.... (3) The miRNA is mmu-miR-3069-3p with sequence UUGGACACUAAGUACUGCCACA. The protein sequence of the target gene is MTVLEAVLEIQAITGSRLLSMVPGPARPPGSCWDPTQCTRTWLLSHTPRRRWISGLPRASCRLGEEPPPLPYCDQAYGEELSIRHRETWAWLSRTDTAWPGAPGVKQARILGELLLV. Result: 0 (no interaction). (4) The miRNA is mmu-miR-344e-3p with sequence GAUAUAACCAAAGCCUGACUAU. The protein sequence of the target gene is MMMMSLNSKQAFSMPHAGSLHVEPKYSALHSASPGSSAPAAPSASSPSSSSNAGGGGGGGGGGGGGGRSSSSSSSGSGGSGGGGGSEAMRRACLPTPPSNIFGGLDESLLARAEALAAVDIVSQSKSHHHHPPHHSPFKPDATYHTMNTIPCTSAASSSSVPISHPSALAGTHHHHHHHHHHHHQPHQALEGELLEHLSPGLALGAMAGPDGTVVSTPAHAPHMATMNPMHQAALSMAHAHGLPSHMGCMSDVDADPRDLEAFAERFKQRRIKLGVTQADVGSALANLKIPGVGSLSQST.... Result: 1 (interaction).